Dataset: NCI-60 drug combinations with 297,098 pairs across 59 cell lines. Task: Regression. Given two drug SMILES strings and cell line genomic features, predict the synergy score measuring deviation from expected non-interaction effect. Drug 2: C1CC(C1)(C(=O)O)C(=O)O.[NH2-].[NH2-].[Pt+2]. Synergy scores: CSS=17.0, Synergy_ZIP=-6.72, Synergy_Bliss=-0.794, Synergy_Loewe=4.25, Synergy_HSA=4.48. Drug 1: CC1=CC=C(C=C1)C2=CC(=NN2C3=CC=C(C=C3)S(=O)(=O)N)C(F)(F)F. Cell line: SN12C.